Dataset: Forward reaction prediction with 1.9M reactions from USPTO patents (1976-2016). Task: Predict the product of the given reaction. Given the reactants [H-].[Na+].C([NH:6][C:7]1[N:16]=[C:15](C2N=CNN=2)[C:14]2[C:9](=[CH:10][CH:11]=[C:12]([C:22]3[CH:27]=[CH:26][C:25]([O:28][CH3:29])=[C:24]([O:30][CH3:31])[CH:23]=3)[CH:13]=2)[N:8]=1)(=O)C, predict the reaction product. The product is: [NH2:6][C:7]1[N:16]=[C:15]([O:28][CH:25]([CH3:26])[CH3:24])[C:14]2[C:9](=[CH:10][CH:11]=[C:12]([C:22]3[CH:27]=[CH:26][C:25]([O:28][CH3:29])=[C:24]([O:30][CH3:31])[CH:23]=3)[CH:13]=2)[N:8]=1.